From a dataset of NCI-60 drug combinations with 297,098 pairs across 59 cell lines. Regression. Given two drug SMILES strings and cell line genomic features, predict the synergy score measuring deviation from expected non-interaction effect. (1) Drug 1: CC1=C(N=C(N=C1N)C(CC(=O)N)NCC(C(=O)N)N)C(=O)NC(C(C2=CN=CN2)OC3C(C(C(C(O3)CO)O)O)OC4C(C(C(C(O4)CO)O)OC(=O)N)O)C(=O)NC(C)C(C(C)C(=O)NC(C(C)O)C(=O)NCCC5=NC(=CS5)C6=NC(=CS6)C(=O)NCCC[S+](C)C)O. Drug 2: CC12CCC3C(C1CCC2O)C(CC4=C3C=CC(=C4)O)CCCCCCCCCS(=O)CCCC(C(F)(F)F)(F)F. Cell line: 786-0. Synergy scores: CSS=20.6, Synergy_ZIP=-16.9, Synergy_Bliss=-24.8, Synergy_Loewe=-27.2, Synergy_HSA=-26.1. (2) Drug 1: C1=CN(C=N1)CC(O)(P(=O)(O)O)P(=O)(O)O. Drug 2: N.N.Cl[Pt+2]Cl. Cell line: HL-60(TB). Synergy scores: CSS=54.7, Synergy_ZIP=-0.111, Synergy_Bliss=-0.479, Synergy_Loewe=-3.95, Synergy_HSA=0.699. (3) Cell line: IGROV1. Drug 1: CCC1(CC2CC(C3=C(CCN(C2)C1)C4=CC=CC=C4N3)(C5=C(C=C6C(=C5)C78CCN9C7C(C=CC9)(C(C(C8N6C)(C(=O)OC)O)OC(=O)C)CC)OC)C(=O)OC)O.OS(=O)(=O)O. Synergy scores: CSS=-0.935, Synergy_ZIP=0.0596, Synergy_Bliss=-1.82, Synergy_Loewe=-1.50, Synergy_HSA=-2.14. Drug 2: C1CNP(=O)(OC1)N(CCCl)CCCl. (4) Drug 1: CC=C1C(=O)NC(C(=O)OC2CC(=O)NC(C(=O)NC(CSSCCC=C2)C(=O)N1)C(C)C)C(C)C. Drug 2: C1CNP(=O)(OC1)N(CCCl)CCCl. Cell line: SF-539. Synergy scores: CSS=49.4, Synergy_ZIP=3.61, Synergy_Bliss=4.19, Synergy_Loewe=-31.1, Synergy_HSA=3.76. (5) Drug 1: C(=O)(N)NO. Drug 2: CS(=O)(=O)OCCCCOS(=O)(=O)C. Cell line: LOX IMVI. Synergy scores: CSS=9.39, Synergy_ZIP=-2.31, Synergy_Bliss=2.69, Synergy_Loewe=1.39, Synergy_HSA=1.45. (6) Drug 1: CC1CCC2CC(C(=CC=CC=CC(CC(C(=O)C(C(C(=CC(C(=O)CC(OC(=O)C3CCCCN3C(=O)C(=O)C1(O2)O)C(C)CC4CCC(C(C4)OC)OCCO)C)C)O)OC)C)C)C)OC. Drug 2: C1CC(=O)NC(=O)C1N2C(=O)C3=CC=CC=C3C2=O. Cell line: NCIH23. Synergy scores: CSS=13.4, Synergy_ZIP=-4.29, Synergy_Bliss=-0.882, Synergy_Loewe=-41.0, Synergy_HSA=0.262. (7) Drug 1: C1CCN(CC1)CCOC2=CC=C(C=C2)C(=O)C3=C(SC4=C3C=CC(=C4)O)C5=CC=C(C=C5)O. Drug 2: C1C(C(OC1N2C=NC3=C2NC=NCC3O)CO)O. Cell line: SF-295. Synergy scores: CSS=3.71, Synergy_ZIP=-0.358, Synergy_Bliss=1.61, Synergy_Loewe=0.935, Synergy_HSA=0.217. (8) Drug 1: CCCS(=O)(=O)NC1=C(C(=C(C=C1)F)C(=O)C2=CNC3=C2C=C(C=N3)C4=CC=C(C=C4)Cl)F. Drug 2: CC1=C(N=C(N=C1N)C(CC(=O)N)NCC(C(=O)N)N)C(=O)NC(C(C2=CN=CN2)OC3C(C(C(C(O3)CO)O)O)OC4C(C(C(C(O4)CO)O)OC(=O)N)O)C(=O)NC(C)C(C(C)C(=O)NC(C(C)O)C(=O)NCCC5=NC(=CS5)C6=NC(=CS6)C(=O)NCCC[S+](C)C)O. Cell line: CCRF-CEM. Synergy scores: CSS=-4.69, Synergy_ZIP=-1.66, Synergy_Bliss=-6.77, Synergy_Loewe=-13.4, Synergy_HSA=-9.01.